From a dataset of Catalyst prediction with 721,799 reactions and 888 catalyst types from USPTO. Predict which catalyst facilitates the given reaction. (1) Reactant: [OH:1][C:2]1[CH:3]=[C:4]([CH:7]=[CH:8][C:9]=1[OH:10])[CH:5]=[O:6].[C:11]1([CH3:21])[CH:16]=[CH:15][C:14]([S:17](Cl)(=[O:19])=[O:18])=[CH:13][CH:12]=1. Product: [CH:5]([C:4]1[CH:7]=[CH:8][C:9]([O:10][S:17]([C:14]2[CH:15]=[CH:16][C:11]([CH3:21])=[CH:12][CH:13]=2)(=[O:19])=[O:18])=[C:2]([O:1][S:17]([C:14]2[CH:15]=[CH:16][C:11]([CH3:21])=[CH:12][CH:13]=2)(=[O:19])=[O:18])[CH:3]=1)=[O:6]. The catalyst class is: 436. (2) Reactant: [Cl:1][C:2]1[CH:9]=[C:8]([C:10]2[C:11]([CH3:16])=[N:12][NH:13][C:14]=2[CH3:15])[CH:7]=[CH:6][C:3]=1[C:4]#[N:5].Br[CH:18]([C:20]1[CH:30]=[CH:29][C:23]([C:24]([O:26]CC)=[O:25])=[CH:22][CH:21]=1)[CH3:19].[H-].[Na+].[OH-].[Na+]. Product: [Cl:1][C:2]1[CH:9]=[C:8]([C:10]2[C:14]([CH3:15])=[N:13][N:12]([CH:18]([C:20]3[CH:30]=[CH:29][C:23]([C:24]([OH:26])=[O:25])=[CH:22][CH:21]=3)[CH3:19])[C:11]=2[CH3:16])[CH:7]=[CH:6][C:3]=1[C:4]#[N:5]. The catalyst class is: 3. (3) Reactant: [F:1][C:2]1[CH:3]=[CH:4][C:5]([CH3:8])=[N:6][CH:7]=1.[Br:9]N1C(=O)CCC1=O.C(OOC(=O)C1C=CC=CC=1)(=O)C1C=CC=CC=1. Product: [Br:9][CH2:8][C:5]1[CH:4]=[CH:3][C:2]([F:1])=[CH:7][N:6]=1. The catalyst class is: 53. (4) Product: [C:1]([O:5][C:6]([N:8]([C:24]1[S:25][C:26]([CH:29]=[O:30])=[CH:27][N:28]=1)[CH2:9][CH2:10][C@H:11]([NH:16][C:17]([O:19][C:20]([CH3:21])([CH3:22])[CH3:23])=[O:18])[C:12]([OH:14])=[O:13])=[O:7])([CH3:2])([CH3:3])[CH3:4]. Reactant: [C:1]([O:5][C:6]([N:8]([C:24]1[S:25][C:26]([CH:29]=[O:30])=[CH:27][N:28]=1)[CH2:9][CH2:10][C@H:11]([NH:16][C:17]([O:19][C:20]([CH3:23])([CH3:22])[CH3:21])=[O:18])[C:12]([O:14]C)=[O:13])=[O:7])([CH3:4])([CH3:3])[CH3:2].ClCCCl.C[Sn](C)(C)O. The catalyst class is: 13.